From a dataset of Merck oncology drug combination screen with 23,052 pairs across 39 cell lines. Regression. Given two drug SMILES strings and cell line genomic features, predict the synergy score measuring deviation from expected non-interaction effect. Synergy scores: synergy=-16.6. Drug 2: C=CCn1c(=O)c2cnc(Nc3ccc(N4CCN(C)CC4)cc3)nc2n1-c1cccc(C(C)(C)O)n1. Drug 1: CC1CC2C3CCC4=CC(=O)C=CC4(C)C3(F)C(O)CC2(C)C1(O)C(=O)CO. Cell line: T47D.